Dataset: Catalyst prediction with 721,799 reactions and 888 catalyst types from USPTO. Task: Predict which catalyst facilitates the given reaction. (1) Reactant: [CH3:1][N:2]1[CH2:7][CH2:6][CH:5]([C:8]2[CH:16]=[CH:15][C:11]([C:12]([NH2:14])=O)=[CH:10][CH:9]=2)[CH2:4][CH2:3]1.[H-].[Al+3].[Li+].[H-].[H-].[H-]. Product: [CH3:1][N:2]1[CH2:7][CH2:6][CH:5]([C:8]2[CH:9]=[CH:10][C:11]([CH2:12][NH2:14])=[CH:15][CH:16]=2)[CH2:4][CH2:3]1. The catalyst class is: 7. (2) Reactant: C([O:4][CH:5]([C:7]1[N+:8]([O-:18])=[CH:9][C:10]2[C:15]([C:16]=1[Br:17])=[CH:14][CH:13]=[CH:12][CH:11]=2)[CH3:6])(=O)C.C(=O)([O-])[O-].[K+].[K+]. Product: [Br:17][C:16]1[C:15]2[C:10](=[CH:11][CH:12]=[CH:13][CH:14]=2)[CH:9]=[N+:8]([O-:18])[C:7]=1[CH:5]([OH:4])[CH3:6]. The catalyst class is: 5. (3) Product: [NH2:22][C:18]1[CH:17]=[C:16]([C:14]2[S:15][C:11]([C:7]3[CH:6]=[C:5]4[C:10](=[CH:9][CH:8]=3)[C:2](=[O:1])[NH:3][CH2:4]4)=[CH:12][CH:13]=2)[CH:21]=[N:20][CH:19]=1. Reactant: [O:1]=[C:2]1[C:10]2[C:5](=[CH:6][C:7]([C:11]3[S:15][C:14]([C:16]4[CH:17]=[C:18]([NH:22]C(=O)OC(C)(C)C)[CH:19]=[N:20][CH:21]=4)=[CH:13][CH:12]=3)=[CH:8][CH:9]=2)[CH2:4][NH:3]1. The catalyst class is: 557. (4) Reactant: [CH:1]1([NH:4][C:5](=[O:36])[C:6]2[CH:11]=[CH:10][C:9]([CH3:12])=[C:8]([C:13]3[CH:14]=[C:15]4[C:20](=[CH:21][CH:22]=3)[C:19](=[O:23])[N:18]([CH2:24][CH:25]3[CH2:27][CH2:26]3)[CH:17]=[C:16]4[CH2:28][N:29]3[CH2:35][CH2:34][CH2:33][NH:32][CH2:31][CH2:30]3)[CH:7]=2)[CH2:3][CH2:2]1.[CH3:37][C:38]([CH3:40])=O.C(O[BH-](OC(=O)C)OC(=O)C)(=O)C.[Na+]. Product: [CH:1]1([NH:4][C:5](=[O:36])[C:6]2[CH:11]=[CH:10][C:9]([CH3:12])=[C:8]([C:13]3[CH:14]=[C:15]4[C:20](=[CH:21][CH:22]=3)[C:19](=[O:23])[N:18]([CH2:24][CH:25]3[CH2:26][CH2:27]3)[CH:17]=[C:16]4[CH2:28][N:29]3[CH2:35][CH2:34][CH2:33][N:32]([CH:38]([CH3:40])[CH3:37])[CH2:31][CH2:30]3)[CH:7]=2)[CH2:2][CH2:3]1. The catalyst class is: 4. (5) Reactant: [NH:1]1[CH2:6][CH2:5][NH:4][CH2:3][C:2]1=[O:7].ClCCl.O1CCOCC1.[C:17]1([S:23](Cl)(=[O:25])=[O:24])[CH:22]=[CH:21][CH:20]=[CH:19][CH:18]=1. Product: [C:17]1([S:23]([N:4]2[CH2:5][CH2:6][NH:1][C:2](=[O:7])[CH2:3]2)(=[O:25])=[O:24])[CH:22]=[CH:21][CH:20]=[CH:19][CH:18]=1. The catalyst class is: 17. (6) Reactant: FC(F)(F)C([O:5][C:6]1([CH2:9][CH2:10][CH2:11][O:12][C:13]2[C:18]([C:19]#[N:20])=[CH:17][C:16]([Cl:21])=[C:15](Cl)[N:14]=2)[CH2:8][CH2:7]1)=O.[B:25]1([OH:35])[C:29]2[CH:30]=[CH:31][C:32]([OH:34])=[CH:33][C:28]=2[CH2:27][O:26]1.C([O-])([O-])=O.[Cs+].[Cs+].O. Product: [Cl:21][C:16]1[C:15]([O:34][C:32]2[CH:31]=[CH:30][C:29]3[B:25]([OH:35])[O:26][CH2:27][C:28]=3[CH:33]=2)=[N:14][C:13]([O:12][CH2:11][CH2:10][CH2:9][C:6](=[O:5])[CH2:8][CH3:7])=[C:18]([CH:17]=1)[C:19]#[N:20]. The catalyst class is: 197. (7) Reactant: N1[CH:6]=[CH:5][N:4]=[CH:3]N=1.[F:7][C:8]1[CH:13]=[CH:12][C:11]([CH:14]2[CH2:19][CH2:18][C:17](N3CCCC3)=[CH:16][CH2:15]2)=[CH:10][CH:9]=1.[Cl-].[NH4+].ClCCl. Product: [F:7][C:8]1[CH:13]=[CH:12][C:11]([CH:14]2[CH2:19][C:6]3[CH:5]=[N:4][CH:3]=[CH:18][C:17]=3[CH2:16][CH2:15]2)=[CH:10][CH:9]=1. The catalyst class is: 22.